Dataset: Catalyst prediction with 721,799 reactions and 888 catalyst types from USPTO. Task: Predict which catalyst facilitates the given reaction. (1) Reactant: [CH2:1]([O:3][CH:4]([O:10][CH2:11][CH3:12])[C:5]([O:7]CC)=O)[CH3:2].[Na].CO.Cl.[C:17]([O:20][CH2:21][CH3:22])(=[O:19])[CH3:18]. Product: [CH2:11]([O:10][CH:4]([O:3][CH2:1][CH3:2])[C:5](=[O:7])[CH2:18][C:17]([O:20][CH2:21][CH3:22])=[O:19])[CH3:12]. The catalyst class is: 6. (2) Reactant: C1(S([N:10]2[C:14]3=[N:15][CH:16]=[C:17]([CH:19]4[CH2:23][O:22][C:21]([CH3:25])([CH3:24])[O:20]4)[CH:18]=[C:13]3[CH:12]=[C:11]2[C:26]([C:33]2[CH:38]=[CH:37][C:36]([S:39]([CH3:42])(=[O:41])=[O:40])=[CH:35][CH:34]=2)=[CH:27][CH:28]2[CH2:32][CH2:31][CH2:30][CH2:29]2)(=O)=O)C=CC=CC=1.[OH-].[Na+]. Product: [CH:28]1([CH:27]=[C:26]([C:11]2[NH:10][C:14]3=[N:15][CH:16]=[C:17]([CH:19]4[CH2:23][O:22][C:21]([CH3:24])([CH3:25])[O:20]4)[CH:18]=[C:13]3[CH:12]=2)[C:33]2[CH:38]=[CH:37][C:36]([S:39]([CH3:42])(=[O:41])=[O:40])=[CH:35][CH:34]=2)[CH2:32][CH2:31][CH2:30][CH2:29]1. The catalyst class is: 8. (3) Reactant: FC(F)(F)C(O)=O.[NH2:8][CH2:9][C:10]1[N:15]=[C:14]([C:16]2[S:17][C:18]3[CH:26]=[CH:25][CH:24]=[CH:23][C:19]=3[C:20](=[O:22])[N:21]=2)[CH:13]=[CH:12][CH:11]=1.[CH3:27][S:28](Cl)(=[O:30])=[O:29].C(=O)([O-])O.[Na+]. Product: [O:22]=[C:20]1[C:19]2[CH:23]=[CH:24][CH:25]=[CH:26][C:18]=2[S:17][C:16]([C:14]2[N:15]=[C:10]([CH2:9][NH:8][S:28]([CH3:27])(=[O:30])=[O:29])[CH:11]=[CH:12][CH:13]=2)=[N:21]1. The catalyst class is: 84. (4) Reactant: [CH3:1][C:2]1[C:10]2[CH2:9][O:8][C:7](=[O:11])[C:6]=2[CH:5]=[CH:4][C:3]=1[C@@H:12]1[CH2:14][O:13]1.[CH3:15][C:16]1[C:24]2[CH2:23][O:22][C:21](=[O:25])[C:20]=2[CH:19]=[CH:18][C:17]=1[O:26][CH2:27][CH:28]1[CH2:33][CH2:32][NH:31][CH2:30][CH2:29]1. Product: [OH:13][C@H:12]([C:3]1[CH:4]=[CH:5][C:6]2[C:7](=[O:11])[O:8][CH2:9][C:10]=2[C:2]=1[CH3:1])[CH2:14][N:31]1[CH2:32][CH2:33][CH:28]([CH2:27][O:26][C:17]2[CH:18]=[CH:19][C:20]3[C:21](=[O:25])[O:22][CH2:23][C:24]=3[C:16]=2[CH3:15])[CH2:29][CH2:30]1. The catalyst class is: 8.